This data is from Forward reaction prediction with 1.9M reactions from USPTO patents (1976-2016). The task is: Predict the product of the given reaction. (1) Given the reactants Br[C:2]1[CH:3]=[C:4]2[C:8](=[C:9]([C:11]([NH2:13])=[O:12])[CH:10]=1)[NH:7][CH:6]=[C:5]2[C@@H:14]1[CH2:19][CH2:18][S:17](=[O:21])(=[O:20])[C@@H:16]([CH:22]([CH3:24])[CH3:23])[CH2:15]1.O1CCOCC1.[S:31]1[CH:35]=[CH:34][CH:33]=[C:32]1B(O)O.C([O-])([O-])=O.[K+].[K+], predict the reaction product. The product is: [CH3:23][CH:22]([C@H:16]1[CH2:15][C@H:14]([C:5]2[C:4]3[C:8](=[C:9]([C:11]([NH2:13])=[O:12])[CH:10]=[C:2]([C:32]4[S:31][CH:35]=[CH:34][CH:33]=4)[CH:3]=3)[NH:7][CH:6]=2)[CH2:19][CH2:18][S:17]1(=[O:21])=[O:20])[CH3:24]. (2) Given the reactants O.[OH-].[Li+].OO.C([C@H]1COC(=O)N1[C:19]([C@H:21]1[CH2:25][C:24](=[O:26])[N:23]([CH2:27][C:28]2[CH:33]=[CH:32][C:31]([O:34][CH3:35])=[CH:30][C:29]=2[O:36][CH3:37])[CH2:22]1)=[O:20])C1C=CC=CC=1.S([O-])(O)=[O:39].[Na+], predict the reaction product. The product is: [CH3:37][O:36][C:29]1[CH:30]=[C:31]([O:34][CH3:35])[CH:32]=[CH:33][C:28]=1[CH2:27][N:23]1[C:24](=[O:26])[CH2:25][C@H:21]([C:19]([OH:20])=[O:39])[CH2:22]1.